The task is: Predict which catalyst facilitates the given reaction.. This data is from Catalyst prediction with 721,799 reactions and 888 catalyst types from USPTO. (1) Reactant: [O:1]1[CH2:6][CH2:5][N:4]([C:7]2[N:15]=[C:14]3[C:10]([N:11]=[CH:12][N:13]3C3CCCCO3)=[C:9]([NH2:22])[N:8]=2)[CH2:3][CH2:2]1.Cl[C:24]1[C:33]2[C:28](=[CH:29][C:30]([F:34])=[CH:31][CH:32]=2)[N:27]=[C:26]([C:35]2[CH:40]=[CH:39][CH:38]=[CH:37][N:36]=2)[C:25]=1[CH3:41].CC(C)([O-])C.[Na+].CC(C1C=C(C(C)C)C(C2C=CC=CC=2P(C2CCCCC2)C2CCCCC2)=C(C(C)C)C=1)C. Product: [F:34][C:30]1[CH:29]=[C:28]2[C:33]([C:24]([NH:22][C:9]3[N:8]=[C:7]([N:4]4[CH2:3][CH2:2][O:1][CH2:6][CH2:5]4)[N:15]=[C:14]4[C:10]=3[N:11]=[CH:12][NH:13]4)=[C:25]([CH3:41])[C:26]([C:35]3[CH:40]=[CH:39][CH:38]=[CH:37][N:36]=3)=[N:27]2)=[CH:32][CH:31]=1. The catalyst class is: 187. (2) Reactant: [CH3:1][N:2]1[C:7]2=[CH:8][S:9][C:10](C)=[C:6]2[C:5](=[O:12])[N:4]([CH3:13])[C:3]1=[O:14].[F:15][C:16]([F:31])([F:30])[O:17][C:18]1[CH:19]=[C:20]([C:24]2[N:25]=[C:26]([NH2:29])[S:27][CH:28]=2)[CH:21]=[CH:22][CH:23]=1.CCN=C=NC[CH2:38][CH2:39]N(C)C.Cl.C1C=CC2N([OH:53])N=NC=2C=1. Product: [CH3:1][N:2]1[C:10]2[S:9][CH:8]=[C:7]([CH2:38][C:39]([NH:29][C:26]3[S:27][CH:28]=[C:24]([C:20]4[CH:21]=[CH:22][CH:23]=[C:18]([O:17][C:16]([F:15])([F:30])[F:31])[CH:19]=4)[N:25]=3)=[O:53])[C:6]=2[C:5](=[O:12])[N:4]([CH3:13])[C:3]1=[O:14]. The catalyst class is: 864. (3) Reactant: F[C:2]1[CH:3]=[C:4]([CH:7]=[C:8]([C:10]([F:13])([F:12])[F:11])[CH:9]=1)[C:5]#[N:6].[NH:14]1[CH2:19][CH2:18][NH:17][CH2:16][CH2:15]1.O. Product: [C:5]([C:4]1[CH:3]=[C:2]([N:14]2[CH2:19][CH2:18][NH:17][CH2:16][CH2:15]2)[CH:9]=[C:8]([C:10]([F:13])([F:12])[F:11])[CH:7]=1)#[N:6]. The catalyst class is: 16. (4) Reactant: [C:1]1([C:7]2[C:8]([C:17]3[CH:22]=[CH:21][C:20]([CH2:23][OH:24])=[CH:19][CH:18]=3)=[N:9][C:10]3[C:15]([CH:16]=2)=[CH:14][CH:13]=[N:12][CH:11]=3)[CH:6]=[CH:5][CH:4]=[CH:3][CH:2]=1.ClC1C=CC=C(C(OO)=[O:33])C=1. Product: [O-:33][N+:12]1[CH:11]=[C:10]2[C:15]([CH:16]=[C:7]([C:1]3[CH:6]=[CH:5][CH:4]=[CH:3][CH:2]=3)[C:8]([C:17]3[CH:18]=[CH:19][C:20]([CH2:23][OH:24])=[CH:21][CH:22]=3)=[N:9]2)=[CH:14][CH:13]=1. The catalyst class is: 22.